The task is: Predict which catalyst facilitates the given reaction.. This data is from Catalyst prediction with 721,799 reactions and 888 catalyst types from USPTO. (1) Reactant: [Br:1][C:2]1[CH:3]=[C:4]([NH:8][CH:9]=[C:10]([C:16]([O:18]CC)=O)[C:11]([O:13][CH2:14][CH3:15])=[O:12])[CH:5]=[N:6][CH:7]=1.O(C1C=CC=CC=1)C1C=CC=CC=1. Product: [Br:1][C:2]1[CH:3]=[C:4]2[C:5]([C:16](=[O:18])[C:10]([C:11]([O:13][CH2:14][CH3:15])=[O:12])=[CH:9][NH:8]2)=[N:6][CH:7]=1. The catalyst class is: 23. (2) Reactant: [NH:1]1[C:9]2[C:4](=[CH:5][CH:6]=[CH:7][C:8]=2[C:10]#[N:11])[CH:3]=[N:2]1.[C:12]([O-])([O-])=O.[Cs+].[Cs+].CI. Product: [CH3:12][N:2]1[CH:3]=[C:4]2[C:9]([C:8]([C:10]#[N:11])=[CH:7][CH:6]=[CH:5]2)=[N:1]1. The catalyst class is: 10. (3) Reactant: [CH3:1][C:2]1[CH:7]=[C:6]([S:8][CH2:9][C:10]2[CH:11]=[C:12]([C:16]3[CH:21]=[CH:20][C:19]([C:22]([F:25])([F:24])[F:23])=[CH:18][CH:17]=3)[CH:13]=[CH:14][CH:15]=2)[CH:5]=[CH:4][C:3]=1[O:26][CH2:27][C:28]([O:30]CC)=[O:29]. Product: [CH3:1][C:2]1[CH:7]=[C:6]([S:8][CH2:9][C:10]2[CH:11]=[C:12]([C:16]3[CH:21]=[CH:20][C:19]([C:22]([F:24])([F:25])[F:23])=[CH:18][CH:17]=3)[CH:13]=[CH:14][CH:15]=2)[CH:5]=[CH:4][C:3]=1[O:26][CH2:27][C:28]([OH:30])=[O:29]. The catalyst class is: 464. (4) Reactant: [CH3:1][C:2]([O:5][C:6]([N:8]1[CH2:13][CH2:12][N:11]([CH2:14][C:15]2[CH:16]=[C:17]([C:21]3[C:26]([F:27])=[CH:25][CH:24]=[C:23]([CH2:28][NH:29][C:30]([C:32]4[CH:33]=[C:34]([CH:38]=[CH:39][CH:40]=4)[C:35](O)=[O:36])=[O:31])[CH:22]=3)[CH:18]=[CH:19][CH:20]=2)[CH2:10][C@@H:9]1[CH3:41])=[O:7])([CH3:4])[CH3:3].CN(C(ON1N=NC2C=CC=CC1=2)=[N+](C)C)C.F[P-](F)(F)(F)(F)F.[NH2:66][CH2:67][C:68]1[C:73]([CH2:74][CH3:75])=[N:72][C:71]2[N:76]([CH2:79][CH3:80])[N:77]=[CH:78][C:70]=2[C:69]=1[NH:81][CH:82]1[CH2:87][CH2:86][O:85][CH2:84][CH2:83]1.CCN(C(C)C)C(C)C. Product: [CH2:79]([N:76]1[C:71]2=[N:72][C:73]([CH2:74][CH3:75])=[C:68]([CH2:67][NH:66][C:35]([C:34]3[CH:33]=[C:32]([C:30]([NH:29][CH2:28][C:23]4[CH:24]=[CH:25][C:26]([F:27])=[C:21]([C:17]5[CH:18]=[CH:19][CH:20]=[C:15]([CH2:14][N:11]6[CH2:12][CH2:13][N:8]([C:6]([O:5][C:2]([CH3:3])([CH3:1])[CH3:4])=[O:7])[C@@H:9]([CH3:41])[CH2:10]6)[CH:16]=5)[CH:22]=4)=[O:31])[CH:40]=[CH:39][CH:38]=3)=[O:36])[C:69]([NH:81][CH:82]3[CH2:83][CH2:84][O:85][CH2:86][CH2:87]3)=[C:70]2[CH:78]=[N:77]1)[CH3:80]. The catalyst class is: 4.